Dataset: Peptide-MHC class I binding affinity with 185,985 pairs from IEDB/IMGT. Task: Regression. Given a peptide amino acid sequence and an MHC pseudo amino acid sequence, predict their binding affinity value. This is MHC class I binding data. The peptide sequence is GSTELSPLY. The MHC is HLA-A26:01 with pseudo-sequence HLA-A26:01. The binding affinity (normalized) is 0.358.